From a dataset of Peptide-MHC class II binding affinity with 134,281 pairs from IEDB. Regression. Given a peptide amino acid sequence and an MHC pseudo amino acid sequence, predict their binding affinity value. This is MHC class II binding data. The peptide sequence is NPMTVFWSKMAQSMT. The MHC is DRB1_0901 with pseudo-sequence DRB1_0901. The binding affinity (normalized) is 0.672.